Dataset: Full USPTO retrosynthesis dataset with 1.9M reactions from patents (1976-2016). Task: Predict the reactants needed to synthesize the given product. (1) The reactants are: [I:1][C:2]1[CH:7]=[CH:6][C:5]([CH:8]([CH2:11][CH:12]=O)[C:9]#[N:10])=[CH:4][CH:3]=1.[CH3:14][NH:15][CH3:16].[BH-](OC(C)=O)(OC(C)=O)OC(C)=O.[Na+]. Given the product [CH3:14][N:15]([CH3:16])[CH2:12][CH2:11][CH:8]([C:5]1[CH:6]=[CH:7][C:2]([I:1])=[CH:3][CH:4]=1)[C:9]#[N:10], predict the reactants needed to synthesize it. (2) Given the product [C:16]1([C:20](=[O:23])[CH2:21][CH2:22][N:10]2[CH2:9][CH2:8][N:7]([C:2]3[CH:3]=[CH:4][CH:5]=[CH:6][N:1]=3)[CH2:12][CH2:11]2)[CH:17]=[CH:18][CH:19]=[CH:14][CH:15]=1, predict the reactants needed to synthesize it. The reactants are: [N:1]1[CH:6]=[CH:5][CH:4]=[CH:3][C:2]=1[N:7]1[CH2:12][CH2:11][NH:10][CH2:9][CH2:8]1.Cl[C:14]1[CH:15]=[C:16]([C:20](=[O:23])[CH2:21][CH3:22])[CH:17]=[CH:18][CH:19]=1.C([O-])([O-])=O.[K+].[K+].O. (3) Given the product [NH:18]1[C:26]2[C:21](=[CH:22][C:23]([NH:27][C:2]3[CH:7]=[C:6]([C:8]([F:11])([F:10])[F:9])[N:5]=[C:4]([C:12]4[CH:13]=[N:14][CH:15]=[CH:16][CH:17]=4)[N:3]=3)=[CH:24][CH:25]=2)[CH:20]=[CH:19]1, predict the reactants needed to synthesize it. The reactants are: Cl[C:2]1[CH:7]=[C:6]([C:8]([F:11])([F:10])[F:9])[N:5]=[C:4]([C:12]2[CH:13]=[N:14][CH:15]=[CH:16][CH:17]=2)[N:3]=1.[NH:18]1[C:26]2[C:21](=[CH:22][C:23]([NH2:27])=[CH:24][CH:25]=2)[CH:20]=[CH:19]1.C(=O)([O-])[O-].[K+].[K+]. (4) The reactants are: O1CCCCC1[O:7][C:8]([C:10]12[CH2:17][CH2:16][C:13]([NH:18][CH2:19][C:20]([N:22]3[CH2:26][C@@H:25]([F:27])[CH2:24][C@H:23]3[C:28]#[N:29])=[O:21])([CH2:14][CH2:15]1)[CH2:12][CH2:11]2)=[O:9]. Given the product [C:8]([C:10]12[CH2:17][CH2:16][C:13]([NH:18][CH2:19][C:20]([N:22]3[CH2:26][C@@H:25]([F:27])[CH2:24][C@H:23]3[C:28]#[N:29])=[O:21])([CH2:14][CH2:15]1)[CH2:12][CH2:11]2)([OH:9])=[O:7], predict the reactants needed to synthesize it. (5) The reactants are: [Br:1][C:2]1[CH:7]=[CH:6][C:5](F)=[C:4]([N+:9]([O-:11])=[O:10])[CH:3]=1.Cl.[F:13][C:14]1([F:19])[CH2:18][CH2:17][NH:16][CH2:15]1.C([O-])([O-])=O.[K+].[K+]. Given the product [Br:1][C:2]1[CH:7]=[CH:6][C:5]([N:16]2[CH2:17][CH2:18][C:14]([F:19])([F:13])[CH2:15]2)=[C:4]([N+:9]([O-:11])=[O:10])[CH:3]=1, predict the reactants needed to synthesize it. (6) Given the product [CH3:13][Si:14]([CH3:16])([CH3:15])[CH2:17][CH2:18][O:19][CH2:20][N:1]1[C:5]([C:6]2[S:7][CH:8]=[CH:9][N:10]=2)=[CH:4][CH:3]=[N:2]1, predict the reactants needed to synthesize it. The reactants are: [NH:1]1[C:5]([C:6]2[S:7][CH:8]=[CH:9][N:10]=2)=[CH:4][CH:3]=[N:2]1.[H-].[Na+].[CH3:13][Si:14]([CH2:17][CH2:18][O:19][CH2:20]Cl)([CH3:16])[CH3:15]. (7) Given the product [NH2:1][C:2]1[N:6]([CH:7]2[CH2:12][CH2:11][CH2:10][N:9]([C:13]#[N:14])[CH2:8]2)[N:5]=[C:4]([C:15]2[CH:16]=[CH:17][C:18]([CH2:36][C:35]3[CH:38]=[CH:39][C:40]([F:41])=[C:33]([F:32])[CH:34]=3)=[CH:19][CH:20]=2)[C:3]=1[C:28]([NH2:30])=[O:29], predict the reactants needed to synthesize it. The reactants are: [NH2:1][C:2]1[N:6]([CH:7]2[CH2:12][CH2:11][CH2:10][N:9]([C:13]#[N:14])[CH2:8]2)[N:5]=[C:4]([C:15]2[CH:20]=[CH:19][C:18](CC3C=CC=CC=3)=[CH:17][CH:16]=2)[C:3]=1[C:28]([NH2:30])=[O:29].[Cl-].[F:32][C:33]1[CH:34]=[C:35]([CH:38]=[CH:39][C:40]=1[F:41])[CH2:36][Zn+].